Dataset: Catalyst prediction with 721,799 reactions and 888 catalyst types from USPTO. Task: Predict which catalyst facilitates the given reaction. (1) Reactant: [NH2:1][CH2:2][CH2:3][S:4][C:5]1[N:6]=[CH:7][N:8]2[CH:12]=[C:11]([C:13]3[C@H:14]([CH3:27])[C@@H:15]4[C@@H:22]([C@H:23]([OH:25])[CH3:24])[C:21](=[O:26])[N:16]4[C:17]=3[C:18]([O-:20])=[O:19])[S:10][C:9]=12.[Na+:28].Cl.C(O[CH:33]=[NH:34])C.C(=O)([O-])[O-].[Na+].[Na+]. Product: [CH:33]([NH:1][CH2:2][CH2:3][S:4][C:5]1[N:6]=[CH:7][N:8]2[CH:12]=[C:11]([C:13]3[C@H:14]([CH3:27])[C@@H:15]4[C@@H:22]([C@H:23]([OH:25])[CH3:24])[C:21](=[O:26])[N:16]4[C:17]=3[C:18]([O-:20])=[O:19])[S:10][C:9]=12)=[NH:34].[Na+:28]. The catalyst class is: 6. (2) Reactant: [CH:1]([C:3]([CH3:5])=[O:4])=[CH2:2].[N+:6]([CH3:9])([O-:8])=[O:7].[F-].[K+]. Product: [N+:6]([CH2:9][CH2:2][CH2:1][C:3](=[O:4])[CH3:5])([O-:8])=[O:7]. The catalyst class is: 1. (3) Reactant: [CH2:1]([N:3]1[CH2:8][C:7]([CH3:10])([CH3:9])[O:6][C:5](=[O:11])[CH:4]1[CH2:12][C:13]([OH:15])=O)[CH3:2].C(N(C(C)C)CC)(C)C.CN(C(ON1N=NC2C=CC=NC1=2)=[N+](C)C)C.F[P-](F)(F)(F)(F)F.[C:49]([NH2:53])([CH3:52])([CH3:51])[CH3:50]. Product: [C:49]([NH:53][C:13](=[O:15])[CH2:12][CH:4]1[C:5](=[O:11])[O:6][C:7]([CH3:9])([CH3:10])[CH2:8][N:3]1[CH2:1][CH3:2])([CH3:52])([CH3:51])[CH3:50]. The catalyst class is: 3.